Task: Predict the product of the given reaction.. Dataset: Forward reaction prediction with 1.9M reactions from USPTO patents (1976-2016) (1) Given the reactants Br[C:2]1[CH:7]=[C:6]([O:8]CCOC)[C:5]([CH:13]2[C:19](=[O:20])[CH:18]3[CH2:21][CH:15]([CH2:16][CH2:17]3)[C:14]2=[O:22])=[C:4]([F:23])[CH:3]=1.[C:24](O)(=O)[C:25]#[C:26]C.[C:30]1(P(C2C=CC=CC=2)CCCCP(C2C=CC=CC=2)C2C=CC=CC=2)C=CC=CC=1, predict the reaction product. The product is: [F:23][C:4]1[CH:3]=[C:2]([C:24]#[C:25][CH3:26])[CH:7]=[C:6]([O:8][CH3:30])[C:5]=1[CH:13]1[C:19](=[O:20])[CH:18]2[CH2:21][CH:15]([CH2:16][CH2:17]2)[C:14]1=[O:22]. (2) The product is: [N+:1]([C:4]1[CH:5]=[C:6]([C:10]([NH:12][NH:13][C:15]([NH:14][C:29]2[CH:30]=[CH:31][C:26]([S:23]([N:17]3[CH2:18][CH2:19][CH2:20][CH2:21][CH2:22]3)(=[O:25])=[O:24])=[CH:27][CH:28]=2)=[S:16])=[O:11])[CH:7]=[CH:8][CH:9]=1)([O-:3])=[O:2]. Given the reactants [N+:1]([C:4]1[CH:5]=[C:6]([C:10]([NH:12][NH2:13])=[O:11])[CH:7]=[CH:8][CH:9]=1)([O-:3])=[O:2].[N-:14]=[C:15]=[S:16].[N:17]1([S:23]([C:26]2[CH:31]=[CH:30][CH:29]=[CH:28][CH:27]=2)(=[O:25])=[O:24])[CH2:22][CH2:21][CH2:20][CH2:19][CH2:18]1, predict the reaction product. (3) Given the reactants [CH3:1][C:2]1[C:3]([C:18]2[CH:23]=[CH:22][C:21]([CH3:24])=[CH:20][CH:19]=2)=[C:4]([C:9]2[C:14]([F:15])=[CH:13][C:12]([F:16])=[CH:11][C:10]=2[F:17])[C:5](=O)[NH:6][N:7]=1.P(Cl)(Cl)([Cl:27])=O, predict the reaction product. The product is: [Cl:27][C:5]1[N:6]=[N:7][C:2]([CH3:1])=[C:3]([C:18]2[CH:23]=[CH:22][C:21]([CH3:24])=[CH:20][CH:19]=2)[C:4]=1[C:9]1[C:14]([F:15])=[CH:13][C:12]([F:16])=[CH:11][C:10]=1[F:17]. (4) Given the reactants [Br:1][C:2]1[CH:7]=[CH:6][C:5]([OH:8])=[C:4]([Cl:9])[CH:3]=1.[NH2:10]OS(O)(=O)=O, predict the reaction product. The product is: [ClH:9].[Cl:9][C:4]1[CH:3]=[C:2]([Br:1])[CH:7]=[CH:6][C:5]=1[O:8][NH2:10]. (5) Given the reactants [NH2:1][C:2]1[CH:7]=[C:6]([Cl:8])[CH:5]=[CH:4][C:3]=1[OH:9].C([O-])([O-])=O.[K+].[K+].[CH2:16](Br)[CH:17]=[CH2:18], predict the reaction product. The product is: [CH2:18]([O:9][C:3]1[CH:4]=[CH:5][C:6]([Cl:8])=[CH:7][C:2]=1[NH2:1])[CH:17]=[CH2:16]. (6) Given the reactants [OH:1][C@H:2]1[CH2:6][N:5]([CH2:7][C:8]2[CH:13]=[CH:12][CH:11]=[C:10]([C:14]([F:17])([F:16])[F:15])[CH:9]=2)[C@@H:4]([C:18]([O:20]CC2C=CC=C(C(F)(F)F)C=2)=[O:19])[CH2:3]1.[Li+:32].[OH-], predict the reaction product. The product is: [OH:1][C@H:2]1[CH2:6][N:5]([CH2:7][C:8]2[CH:13]=[CH:12][CH:11]=[C:10]([C:14]([F:16])([F:17])[F:15])[CH:9]=2)[C@@H:4]([C:18]([O-:20])=[O:19])[CH2:3]1.[Li+:32]. (7) The product is: [CH3:1][CH:2]([CH3:7])[CH2:3][C:4]([N:28]1[CH2:27][CH2:26][C:25]2[C:30](=[CH:31][C:22]([C:20]3[CH:21]=[C:16]([N:13]4[CH2:12][CH2:11][N:10]([CH3:9])[CH2:15][CH2:14]4)[N:17]=[C:18]([NH2:32])[N:19]=3)=[CH:23][CH:24]=2)[CH2:29]1)=[O:5]. Given the reactants [CH3:1][CH:2]([CH3:7])[CH2:3][C:4](Cl)=[O:5].Cl.[CH3:9][N:10]1[CH2:15][CH2:14][N:13]([C:16]2[CH:21]=[C:20]([C:22]3[CH:31]=[C:30]4[C:25]([CH2:26][CH2:27][NH:28][CH2:29]4)=[CH:24][CH:23]=3)[N:19]=[C:18]([NH2:32])[N:17]=2)[CH2:12][CH2:11]1, predict the reaction product.